The task is: Regression. Given a peptide amino acid sequence and an MHC pseudo amino acid sequence, predict their binding affinity value. This is MHC class I binding data.. This data is from Peptide-MHC class I binding affinity with 185,985 pairs from IEDB/IMGT. (1) The MHC is HLA-A02:03 with pseudo-sequence HLA-A02:03. The peptide sequence is HQTLQDPRVR. The binding affinity (normalized) is 0.336. (2) The peptide sequence is QQGIVRQRV. The MHC is HLA-A02:01 with pseudo-sequence HLA-A02:01. The binding affinity (normalized) is 0. (3) The peptide sequence is VTYLGGDL. The MHC is H-2-Db with pseudo-sequence H-2-Db. The binding affinity (normalized) is 0. (4) The peptide sequence is DGAEGINPY. The MHC is HLA-B07:02 with pseudo-sequence HLA-B07:02. The binding affinity (normalized) is 0.163. (5) The peptide sequence is RPPLGNWF. The MHC is Patr-B1301 with pseudo-sequence Patr-B1301. The binding affinity (normalized) is 0.824. (6) The MHC is HLA-A68:02 with pseudo-sequence HLA-A68:02. The peptide sequence is SLEGDLEDL. The binding affinity (normalized) is 0. (7) The peptide sequence is KSGGLSSGFY. The MHC is HLA-A68:01 with pseudo-sequence HLA-A68:01. The binding affinity (normalized) is 0. (8) The peptide sequence is FTQHLLNIR. The MHC is HLA-A31:01 with pseudo-sequence HLA-A31:01. The binding affinity (normalized) is 0. (9) The peptide sequence is LYQPDTGNYI. The MHC is H-2-Db with pseudo-sequence H-2-Db. The binding affinity (normalized) is 0.115. (10) The peptide sequence is MSFQGRGVF. The MHC is SLA-20401 with pseudo-sequence SLA-20401. The binding affinity (normalized) is 0.633.